From a dataset of NCI-60 drug combinations with 297,098 pairs across 59 cell lines. Regression. Given two drug SMILES strings and cell line genomic features, predict the synergy score measuring deviation from expected non-interaction effect. Drug 1: C1=C(C(=O)NC(=O)N1)N(CCCl)CCCl. Drug 2: C1CN(P(=O)(OC1)NCCCl)CCCl. Cell line: MDA-MB-435. Synergy scores: CSS=-2.30, Synergy_ZIP=-0.366, Synergy_Bliss=-3.02, Synergy_Loewe=-7.50, Synergy_HSA=-5.31.